This data is from Catalyst prediction with 721,799 reactions and 888 catalyst types from USPTO. The task is: Predict which catalyst facilitates the given reaction. (1) Product: [Cl:1][C:2]1[CH:7]=[N:6][CH:5]=[C:4]([O:8][C:12]2[CH:17]=[CH:16][CH:15]=[C:14]([N+:18]([O-:20])=[O:19])[CH:13]=2)[CH:3]=1. Reactant: [Cl:1][C:2]1[CH:3]=[C:4]([OH:8])[CH:5]=[N:6][CH:7]=1.[H-].[Na+].F[C:12]1[CH:17]=[CH:16][CH:15]=[C:14]([N+:18]([O-:20])=[O:19])[CH:13]=1. The catalyst class is: 16. (2) Reactant: [CH2:1]([O:3][C:4]([CH:6]1[C:15]([CH:16]=O)=[CH:14][C:13]2[C:8](=[CH:9][CH:10]=[CH:11][C:12]=2[Cl:18])[O:7]1)=[O:5])C.[CH3:19][O:20][C:21](=[O:28])[C@@H:22]([NH2:27])[CH2:23][CH:24]([CH3:26])[CH3:25].CCN(C(C)C)C(C)C.C([BH3-])#N.[Na+].C(O)(=O)C. Product: [CH3:1][O:3][C:4]([CH:6]1[C:15]([CH2:16][NH:27][C@H:22]([C:21]([O:20][CH3:19])=[O:28])[CH2:23][CH:24]([CH3:26])[CH3:25])=[CH:14][C:13]2[C:8](=[CH:9][CH:10]=[CH:11][C:12]=2[Cl:18])[O:7]1)=[O:5]. The catalyst class is: 5. (3) Reactant: Cl.[Cl:2][C:3]1[CH:11]=[C:10]2[C:6]([C:7]([CH2:18][CH:19]([CH3:21])[CH3:20])=[CH:8][N:9]2[C:12]2[S:13][CH:14]=[C:15]([NH2:17])[N:16]=2)=[CH:5][CH:4]=1.C(N(CC)CC)C.[CH2:29]([N:32]=[C:33]=[O:34])[CH2:30][CH3:31]. Product: [Cl:2][C:3]1[CH:11]=[C:10]2[C:6]([C:7]([CH2:18][CH:19]([CH3:21])[CH3:20])=[CH:8][N:9]2[C:12]2[S:13][CH:14]=[C:15]([NH:17][C:33]([NH:32][CH2:29][CH2:30][CH3:31])=[O:34])[N:16]=2)=[CH:5][CH:4]=1. The catalyst class is: 4. (4) Reactant: C(OC(=O)[NH:7][C:8]1[CH:13]=[C:12]([N:14]([CH3:16])[CH3:15])[C:11]([C:17]([F:20])([F:19])[F:18])=[CH:10][C:9]=1[NH:21][C:22](=[O:45])[CH2:23][C:24](=O)[C:25]1[CH:30]=[CH:29][CH:28]=[C:27]([N:31]2[C:35]([CH2:36][O:37]C3CCCCO3)=[CH:34][CH:33]=[N:32]2)[CH:26]=1)(C)(C)C.C(O)(C(F)(F)F)=O. Product: [CH3:15][N:14]([CH3:16])[C:12]1[C:11]([C:17]([F:18])([F:19])[F:20])=[CH:10][C:9]2[NH:21][C:22](=[O:45])[CH2:23][C:24]([C:25]3[CH:30]=[CH:29][CH:28]=[C:27]([N:31]4[C:35]([CH2:36][OH:37])=[CH:34][CH:33]=[N:32]4)[CH:26]=3)=[N:7][C:8]=2[CH:13]=1. The catalyst class is: 2. (5) Reactant: [NH2:1][C:2]1[CH:11]=[CH:10][C:5]2[O:6][CH2:7][CH2:8][O:9][C:4]=2[C:3]=1[S:12]([NH2:15])(=[O:14])=[O:13].Cl[C:17]1[CH:22]=[CH:21][N:20]=[C:19]([NH:23][C:24]2[CH:29]=[C:28]([O:30][CH3:31])[C:27]([O:32][CH3:33])=[C:26]([O:34][CH3:35])[CH:25]=2)[N:18]=1. Product: [CH3:35][O:34][C:26]1[CH:25]=[C:24]([NH:23][C:19]2[N:18]=[C:17]([NH:1][C:2]3[CH:11]=[CH:10][C:5]4[O:6][CH2:7][CH2:8][O:9][C:4]=4[C:3]=3[S:12]([NH2:15])(=[O:14])=[O:13])[CH:22]=[CH:21][N:20]=2)[CH:29]=[C:28]([O:30][CH3:31])[C:27]=1[O:32][CH3:33]. The catalyst class is: 12. (6) Reactant: [CH:1]1([CH2:4][N:5]2[C:9]3[CH:10]=[CH:11][C:12]([NH:14][C:15](=O)OC)=[CH:13][C:8]=3[N:7]=[C:6]2[CH2:19][C:20]2[CH:25]=[CH:24][C:23]([O:26][CH2:27][CH3:28])=[CH:22][CH:21]=2)[CH2:3][CH2:2]1.[H-].[H-].[H-].[H-].[Li+].[Al+3]. Product: [CH:1]1([CH2:4][N:5]2[C:9]3[CH:10]=[CH:11][C:12]([NH:14][CH3:15])=[CH:13][C:8]=3[N:7]=[C:6]2[CH2:19][C:20]2[CH:21]=[CH:22][C:23]([O:26][CH2:27][CH3:28])=[CH:24][CH:25]=2)[CH2:3][CH2:2]1. The catalyst class is: 1. (7) Reactant: [C-]#[N:2].[Na+].S(=O)(=O)(O)O.[C-]#N.[CH2:11]([C:13]([CH2:24][CH3:25])(O)[CH2:14][C:15]1[CH:20]=[CH:19][C:18]([O:21][CH3:22])=[CH:17][CH:16]=1)[CH3:12].[OH-].[Na+]. Product: [CH2:11]([C:13]([NH2:2])([CH2:24][CH3:25])[CH2:14][C:15]1[CH:20]=[CH:19][C:18]([O:21][CH3:22])=[CH:17][CH:16]=1)[CH3:12]. The catalyst class is: 15. (8) Reactant: [Cl-].[Cl-].[Cl-].[Al+3].C[O:6][C:7]1[CH:8]=[C:9]2[C:14](=[CH:15][CH:16]=1)[CH:13]=[C:12]([CH:17]=[O:18])[CH:11]=[CH:10]2. Product: [OH:6][C:7]1[CH:8]=[C:9]2[C:14](=[CH:15][CH:16]=1)[CH:13]=[C:12]([CH:17]=[O:18])[CH:11]=[CH:10]2. The catalyst class is: 159.